This data is from Full USPTO retrosynthesis dataset with 1.9M reactions from patents (1976-2016). The task is: Predict the reactants needed to synthesize the given product. (1) Given the product [CH3:11][O:9][C:8]([C:2]1([NH2:1])[CH2:7][CH2:6][CH2:5][CH2:4][CH2:3]1)=[O:10], predict the reactants needed to synthesize it. The reactants are: [NH2:1][C:2]1([C:8]([OH:10])=[O:9])[CH2:7][CH2:6][CH2:5][CH2:4][CH2:3]1.[CH3:11][Si](C=[N+]=[N-])(C)C. (2) Given the product [OH:1][C:2]1[CH:11]=[C:10]([OH:12])[C:9]([C:26](=[O:29])[CH2:27][CH3:28])=[C:8]2[C:3]=1[C:4]([CH2:14][CH2:15][CH3:16])=[CH:5][C:6](=[O:13])[O:7]2, predict the reactants needed to synthesize it. The reactants are: [OH:1][C:2]1[CH:11]=[C:10]([OH:12])[CH:9]=[C:8]2[C:3]=1[C:4]([CH2:14][CH2:15][CH3:16])=[CH:5][C:6](=[O:13])[O:7]2.[N+](C1C=CC=CC=1)([O-])=O.[C:26](O[C:26](=[O:29])[CH2:27][CH3:28])(=[O:29])[CH2:27][CH3:28].Cl. (3) The reactants are: BrC1C=CC=C2C=1C(C1C(O)=CC3OCOC=3C=1)[C:5](=[O:16])N2CCCCC.[Cl:27][C:28]1[CH:36]=[CH:35][CH:34]=[C:33]2[C:29]=1[CH:30]([C:44]1[C:45]([OH:53])=[CH:46][C:47]3[O:51][CH2:50][CH2:49][C:48]=3[CH:52]=1)[C:31](=[O:43])[N:32]2[CH2:37][C:38]([O:40][CH2:41][CH3:42])=[O:39]. Given the product [Cl:27][C:28]1[CH:36]=[CH:35][CH:34]=[C:33]2[C:29]=1[C:30]([C:44]1[C:45]([OH:53])=[CH:46][C:47]3[O:51][CH2:50][CH2:49][C:48]=3[CH:52]=1)([CH2:5][OH:16])[C:31](=[O:43])[N:32]2[CH2:37][C:38]([O:40][CH2:41][CH3:42])=[O:39], predict the reactants needed to synthesize it. (4) Given the product [F:1][C:2]([F:23])([C:7]([F:22])([F:21])[C:8]([F:20])([F:19])[C:9]([F:18])([F:17])[C:10]([F:16])([F:15])[C:11]([F:14])([F:13])[F:12])[C:3]([NH2:24])=[O:4], predict the reactants needed to synthesize it. The reactants are: [F:1][C:2]([F:23])([C:7]([F:22])([F:21])[C:8]([F:20])([F:19])[C:9]([F:18])([F:17])[C:10]([F:16])([F:15])[C:11]([F:14])([F:13])[F:12])[C:3](OC)=[O:4].[NH3:24].[NH4+]. (5) Given the product [CH3:15][N:16]1[CH:20]=[C:19]([C:21]2[CH:22]=[C:23]([C:27]3[N:28]=[CH:29][C:30]([C:33]4[CH:34]=[N:35][N:36]([CH:38]5[CH2:43][CH2:42][N:41]([CH:55]6[CH2:56][O:53][CH2:54]6)[CH2:40][CH2:39]5)[CH:37]=4)=[CH:31][N:32]=3)[CH:24]=[CH:25][CH:26]=2)[CH:18]=[N:17]1, predict the reactants needed to synthesize it. The reactants are: C(O[BH-](OC(=O)C)OC(=O)C)(=O)C.[Na+].[CH3:15][N:16]1[CH:20]=[C:19]([C:21]2[CH:22]=[C:23]([C:27]3[N:32]=[CH:31][C:30]([C:33]4[CH:34]=[N:35][N:36]([CH:38]5[CH2:43][CH2:42][NH:41][CH2:40][CH2:39]5)[CH:37]=4)=[CH:29][N:28]=3)[CH:24]=[CH:25][CH:26]=2)[CH:18]=[N:17]1.CCN(C(C)C)C(C)C.[O:53]1[CH2:56][C:55](=O)[CH2:54]1.